This data is from Catalyst prediction with 721,799 reactions and 888 catalyst types from USPTO. The task is: Predict which catalyst facilitates the given reaction. (1) Reactant: N1C=CC(C2SC=C(C([N:14]=[N+:15]=[N-:16])=O)N=2)=CC=1.[N:17]1[CH:22]=[CH:21][CH:20]=[C:19](C2SC=C(C(O)=O)N=2)[CH:18]=1.[OH-].[Na+:32].C(Cl)(=O)C(Cl)=O. Product: [N-:14]=[N+:15]=[N-:16].[Na+:32].[N:17]1[CH:22]=[CH:21][CH:20]=[C:19]([N:14]=[N+:15]=[N-:16])[CH:18]=1. The catalyst class is: 6. (2) Reactant: [OH:1][C@@H:2]1[CH2:7][CH2:6][N:5]([C:8]([O:10][C:11]([CH3:14])([CH3:13])[CH3:12])=[O:9])[C@@H:4]([CH3:15])[CH2:3]1.CCN(CC)CC.[CH3:23][S:24](Cl)(=[O:26])=[O:25].O. Product: [CH3:15][C@H:4]1[CH2:3][C@H:2]([O:1][S:24]([CH3:23])(=[O:26])=[O:25])[CH2:7][CH2:6][N:5]1[C:8]([O:10][C:11]([CH3:14])([CH3:13])[CH3:12])=[O:9]. The catalyst class is: 2. (3) Reactant: [F:1][C:2]1[C:3]2[O:28][N:27]=[C:26]([S:29][CH3:30])[C:4]=2[CH:5]=[C:6]2[C:19]=1[N:18]1[CH2:20][C@@H:21]([CH3:25])[O:22][C@@H:23]([CH3:24])[C@@H:17]1[C:8]1([C:13](=[O:14])[NH:12][C:11](=[O:15])[NH:10][C:9]1=[O:16])[CH2:7]2.ClC1C=CC=C(C(OO)=[O:39])C=1. Product: [F:1][C:2]1[C:3]2[O:28][N:27]=[C:26]([S:29]([CH3:30])=[O:39])[C:4]=2[CH:5]=[C:6]2[C:19]=1[N:18]1[CH2:20][C@@H:21]([CH3:25])[O:22][C@@H:23]([CH3:24])[C@@H:17]1[C:8]1([C:13](=[O:14])[NH:12][C:11](=[O:15])[NH:10][C:9]1=[O:16])[CH2:7]2. The catalyst class is: 2. (4) Reactant: C(OC([N:8]1[CH2:12][CH2:11][CH2:10][C@H:9]1[CH2:13][O:14][C:15]1[CH:24]=[CH:23][C:18]([C:19]([O:21][CH3:22])=[O:20])=[CH:17][CH:16]=1)=O)(C)(C)C. Product: [NH:8]1[CH2:12][CH2:11][CH2:10][C@H:9]1[CH2:13][O:14][C:15]1[CH:24]=[CH:23][C:18]([C:19]([O:21][CH3:22])=[O:20])=[CH:17][CH:16]=1. The catalyst class is: 67.